The task is: Predict the product of the given reaction.. This data is from Forward reaction prediction with 1.9M reactions from USPTO patents (1976-2016). Given the reactants [F:1][C:2]([F:13])([F:12])[C:3]1[CH:8]=[CH:7][C:6]([CH2:9][C:10]#[N:11])=[CH:5][CH:4]=1.[H-].[Na+].[CH2:16]([O:19][CH2:20][CH2:21]Br)[CH2:17]Br, predict the reaction product. The product is: [F:1][C:2]([F:12])([F:13])[C:3]1[CH:4]=[CH:5][C:6]([C:9]2([C:10]#[N:11])[CH2:21][CH2:20][O:19][CH2:16][CH2:17]2)=[CH:7][CH:8]=1.